From a dataset of Reaction yield outcomes from USPTO patents with 853,638 reactions. Predict the reaction yield, written as a fraction of the theoretical maximum amount of product (1.0 means a 100% yield; for example, 0.34 means a 34% yield). (1) The reactants are Cl.[CH:2]([O-:4])=O.[C:5]1(O)[CH:10]=[CH:9][CH:8]=[CH:7][CH:6]=1.[C:12]([O-:15])(O)=O.[Na+].[CH2:17]1[CH2:21][O:20][CH2:19][CH2:18]1. The catalyst is O.CO. The product is [CH2:19]([O:20][C:21]1[C:17]([CH3:18])=[C:10]([CH3:9])[C:5]([O:15][CH2:12][C:5]2[CH:10]=[CH:9][CH:8]=[CH:7][CH:6]=2)=[C:6]([CH3:7])[C:2]=1[OH:4])[C:5]1[CH:10]=[CH:9][CH:8]=[CH:7][CH:6]=1. The yield is 0.740. (2) The reactants are CC(C)([O-])C.[K+].[C:7]([N:26]1[CH:30]=[C:29]([CH:31]=O)[N:28]=[CH:27]1)([C:20]1[CH:25]=[CH:24][CH:23]=[CH:22][CH:21]=1)([C:14]1[CH:19]=[CH:18][CH:17]=[CH:16][CH:15]=1)[C:8]1[CH:13]=[CH:12][CH:11]=[CH:10][CH:9]=1.[I-].[C:34]([O:38][C:39]([N:41]1[CH2:46][CH2:45][CH:44]([CH2:47][P+](C2C=CC=CC=2)(C2C=CC=CC=2)C2C=CC=CC=2)[CH2:43][CH2:42]1)=[O:40])([CH3:37])([CH3:36])[CH3:35].C(OCC)(=O)C. The catalyst is C1COCC1. The product is [C:7]([N:26]1[CH:30]=[C:29](/[CH:31]=[CH:47]\[CH:44]2[CH2:43][CH2:42][N:41]([C:39]([O:38][C:34]([CH3:35])([CH3:36])[CH3:37])=[O:40])[CH2:46][CH2:45]2)[N:28]=[CH:27]1)([C:14]1[CH:15]=[CH:16][CH:17]=[CH:18][CH:19]=1)([C:20]1[CH:25]=[CH:24][CH:23]=[CH:22][CH:21]=1)[C:8]1[CH:13]=[CH:12][CH:11]=[CH:10][CH:9]=1. The yield is 0.510. (3) The reactants are [C:1]([O:5][C:6]([C:9]([C:12]([O:15][CH:16]([C:18]([CH2:21][OH:22])([F:20])[F:19])[F:17])([F:14])[F:13])([F:11])[F:10])([F:8])[F:7])([F:4])([F:3])[F:2].S(=O)(=O)(O)O.[O-][Mn](=O)(=O)=O.[K+].S(=O)(O)[O-].[Na+].[CH3:39][OH:40]. The catalyst is O. The product is [C:1]([O:5][C:6]([C:9]([C:12]([O:15][CH:16]([C:18]([C:21]([O:40][CH3:39])=[O:22])([F:19])[F:20])[F:17])([F:13])[F:14])([F:11])[F:10])([F:8])[F:7])([F:4])([F:3])[F:2]. The yield is 0.500.